Dataset: Reaction yield outcomes from USPTO patents with 853,638 reactions. Task: Predict the reaction yield, written as a fraction of the theoretical maximum amount of product (1.0 means a 100% yield; for example, 0.34 means a 34% yield). (1) The reactants are [CH3:1][C:2]([C:13]1[CH:18]=[CH:17][C:16]([N+:19]([O-])=O)=[CH:15][CH:14]=1)([CH3:12])[CH2:3][NH:4][C:5](=[O:11])[O:6][C:7]([CH3:10])([CH3:9])[CH3:8].C([O-])=O.[NH4+]. The catalyst is CCO.[Pd]. The product is [CH3:12][C:2]([C:13]1[CH:18]=[CH:17][C:16]([NH2:19])=[CH:15][CH:14]=1)([CH3:1])[CH2:3][NH:4][C:5](=[O:11])[O:6][C:7]([CH3:8])([CH3:9])[CH3:10]. The yield is 0.830. (2) The reactants are [F:1][C:2]1[CH:7]=[C:6]([CH2:8][C:9]2[C:10](=[O:28])[N:11]([C@H:21]3[CH2:26][CH2:25][C@H:24]([OH:27])[CH2:23][CH2:22]3)[C:12]3[N:13]([N:18]=[CH:19][CH:20]=3)[C:14]=2[CH2:15][CH2:16][CH3:17])[CH:5]=[CH:4][C:3]=1[C:29]1[C:30]([C:35]#[N:36])=[CH:31][CH:32]=[CH:33][CH:34]=1.[N+](=[CH:39][C:40]([O:42][CH2:43][CH3:44])=[O:41])=[N-].C(OCC)(=O)C.O. The catalyst is C1(C)C=CC=CC=1.C([O-])(=O)C.[Rh+3].C([O-])(=O)C.C([O-])(=O)C. The product is [CH2:43]([O:42][C:40](=[O:41])[CH2:39][O:27][C@H:24]1[CH2:25][CH2:26][C@H:21]([N:11]2[C:10](=[O:28])[C:9]([CH2:8][C:6]3[CH:5]=[CH:4][C:3]([C:29]4[CH:34]=[CH:33][CH:32]=[CH:31][C:30]=4[C:35]#[N:36])=[C:2]([F:1])[CH:7]=3)=[C:14]([CH2:15][CH2:16][CH3:17])[N:13]3[N:18]=[CH:19][CH:20]=[C:12]23)[CH2:22][CH2:23]1)[CH3:44]. The yield is 0.580. (3) The reactants are Cl[C:2]1[C:7]([C:8](=[O:10])[CH3:9])=[CH:6][N:5]=[C:4]2[N:11]([CH2:14][O:15][CH2:16][CH2:17][Si:18]([CH3:21])([CH3:20])[CH3:19])[CH:12]=[N:13][C:3]=12.[CH:22]1([NH2:28])[CH2:27][CH2:26][CH2:25][CH2:24][CH2:23]1.[Cl-].[Na+]. The catalyst is C(O)CO. The product is [CH:22]1([NH:28][C:2]2[C:7]([C:8](=[O:10])[CH3:9])=[CH:6][N:5]=[C:4]3[N:11]([CH2:14][O:15][CH2:16][CH2:17][Si:18]([CH3:21])([CH3:20])[CH3:19])[CH:12]=[N:13][C:3]=23)[CH2:27][CH2:26][CH2:25][CH2:24][CH2:23]1. The yield is 0.830. (4) The reactants are [CH:1]1([CH:7]([OH:24])[C:8]23[C:14](=[O:15])[O:13][C:12]2([CH3:16])[CH:11]([CH2:17][CH2:18][CH2:19][CH2:20][CH2:21][CH3:22])[C:10](=[O:23])[NH:9]3)[CH2:6][CH2:5][CH2:4][CH2:3][CH2:2]1.C(N(CC)CC)C.[CH2:32]([SH:39])[C:33]1[CH:38]=[CH:37][CH:36]=[CH:35][CH:34]=1. The catalyst is ClCCl. The product is [CH2:32]([S:39][C:14]([C:8]1([CH:7]([CH:1]2[CH2:6][CH2:5][CH2:4][CH2:3][CH2:2]2)[OH:24])[C:12]([OH:13])([CH3:16])[CH:11]([CH2:17][CH2:18][CH2:19][CH2:20][CH2:21][CH3:22])[C:10](=[O:23])[NH:9]1)=[O:15])[C:33]1[CH:38]=[CH:37][CH:36]=[CH:35][CH:34]=1. The yield is 0.550.